From a dataset of Catalyst prediction with 721,799 reactions and 888 catalyst types from USPTO. Predict which catalyst facilitates the given reaction. (1) Reactant: I[C:2]1[CH:3]=[N:4][CH:5]=[CH:6][C:7]=1[C:8]1[O:9][C:10]2[CH:16]=[CH:15][C:14]([C:17]([F:20])([F:19])[F:18])=[CH:13][C:11]=2[N:12]=1.[C:21]1(B(O)O)[CH:26]=[CH:25][CH:24]=[CH:23][CH:22]=1.O1CCCC1.[OH-].[Na+]. Product: [C:21]1([C:2]2[CH:3]=[N:4][CH:5]=[CH:6][C:7]=2[C:8]2[O:9][C:10]3[CH:16]=[CH:15][C:14]([C:17]([F:20])([F:19])[F:18])=[CH:13][C:11]=3[N:12]=2)[CH:26]=[CH:25][CH:24]=[CH:23][CH:22]=1. The catalyst class is: 189. (2) Reactant: [F:1][C:2]1[CH:7]=[C:6]([N+:8]([O-:10])=[O:9])[CH:5]=[CH:4][C:3]=1[N:11]1[CH2:16][CH2:15][NH:14][CH2:13][CH2:12]1.Br[CH2:18][CH2:19][F:20].C(=O)([O-])[O-].[Na+].[Na+]. Product: [F:20][CH2:19][CH2:18][N:14]1[CH2:15][CH2:16][N:11]([C:3]2[CH:4]=[CH:5][C:6]([N+:8]([O-:10])=[O:9])=[CH:7][C:2]=2[F:1])[CH2:12][CH2:13]1. The catalyst class is: 31. (3) Reactant: CCN(C(C)C)C(C)C.OC(C(F)(F)F)=O.[O:17]=[C:18]([N:35]1[CH2:40][CH2:39][NH:38][CH2:37][CH2:36]1)[CH2:19][NH:20][C:21]([C:23]1[CH:28]=[CH:27][C:26]([C:29]2[CH:34]=[CH:33][CH:32]=[CH:31][CH:30]=2)=[CH:25][CH:24]=1)=[O:22].C1C=CC2N(O)N=NC=2C=1.CCN=C=NCCCN(C)C.Cl.[CH3:63][C:64]1[CH:68]=[CH:67][S:66][C:65]=1[C:69](O)=[O:70]. Product: [CH3:63][C:64]1[CH:68]=[CH:67][S:66][C:65]=1[C:69]([N:38]1[CH2:39][CH2:40][N:35]([C:18](=[O:17])[CH2:19][NH:20][C:21]([C:23]2[CH:24]=[CH:25][C:26]([C:29]3[CH:34]=[CH:33][CH:32]=[CH:31][CH:30]=3)=[CH:27][CH:28]=2)=[O:22])[CH2:36][CH2:37]1)=[O:70]. The catalyst class is: 18. (4) Product: [CH3:1][C:2]1([CH3:20])[O:7][C@H:6]([C@@H:8]([CH:18]=[CH2:19])[C@@H:9]([O:17][CH3:23])[C:10]([O:12][C:13]([CH3:14])([CH3:16])[CH3:15])=[O:11])[CH2:5][CH2:4][O:3]1. Reactant: [CH3:1][C:2]1([CH3:20])[O:7][C@H:6]([C@@H:8]([CH:18]=[CH2:19])[C@@H:9]([OH:17])[C:10]([O:12][C:13]([CH3:16])([CH3:15])[CH3:14])=[O:11])[CH2:5][CH2:4][O:3]1.[H-].[Na+].[CH3:23]I. The catalyst class is: 1. (5) Product: [Cl:12][C:11]1[C:2]([NH:26][CH2:25][CH:24]([CH2:22][CH3:23])[CH2:27][CH2:28][CH2:29][CH3:30])=[N:3][C:4]2[C:9](=[CH:8][CH:7]=[CH:6][CH:5]=2)[N:10]=1. Reactant: Cl[C:2]1[C:11]([Cl:12])=[N:10][C:9]2[C:4](=[CH:5][CH:6]=[CH:7][CH:8]=2)[N:3]=1.C(N(C(C)C)CC)(C)C.[CH2:22]([CH:24]([CH2:27][CH2:28][CH2:29][CH3:30])[CH2:25][NH2:26])[CH3:23].CCCCCCC. The catalyst class is: 116.